From a dataset of Reaction yield outcomes from USPTO patents with 853,638 reactions. Predict the reaction yield, written as a fraction of the theoretical maximum amount of product (1.0 means a 100% yield; for example, 0.34 means a 34% yield). (1) The reactants are C(Cl)(=O)C(Cl)=O.[CH3:7][O:8][C:9]1[CH:17]=[CH:16][C:15]([O:18][CH3:19])=[CH:14][C:10]=1[C:11]([OH:13])=O.Cl.[CH3:21][NH:22][O:23][CH3:24].C(N(CC)CC)C. The catalyst is C(Cl)Cl.CN(C=O)C. The product is [CH3:24][O:23][N:22]([CH3:21])[C:11](=[O:13])[C:10]1[CH:14]=[C:15]([O:18][CH3:19])[CH:16]=[CH:17][C:9]=1[O:8][CH3:7]. The yield is 0.990. (2) The reactants are C1(C(C2C=CC=CC=2)[N:8]2[CH2:11][C:10]([N:13]3[CH2:18][CH2:17][O:16][CH2:15][CH2:14]3)([CH3:12])[CH2:9]2)C=CC=CC=1.[ClH:25]. The catalyst is C(O)C.[OH-].[OH-].[Pd+2]. The product is [ClH:25].[ClH:25].[CH3:12][C:10]1([N:13]2[CH2:18][CH2:17][O:16][CH2:15][CH2:14]2)[CH2:9][NH:8][CH2:11]1. The yield is 0.749. (3) The reactants are Cl[C:2]1[CH:7]=[C:6]([C:8](=[O:18])[C:9]([C:11]2[CH:16]=[CH:15][C:14]([OH:17])=[CH:13][CH:12]=2)=[O:10])[CH:5]=[CH:4][N:3]=1.[CH3:19][O:20][C:21]1[CH:22]=[C:23](B(O)O)[CH:24]=[CH:25][CH:26]=1. No catalyst specified. The product is [OH:17][C:14]1[CH:15]=[CH:16][C:11]([C:9](=[O:10])[C:8]([C:6]2[CH:5]=[CH:4][N:3]=[C:2]([C:25]3[CH:24]=[CH:23][CH:22]=[C:21]([O:20][CH3:19])[CH:26]=3)[CH:7]=2)=[O:18])=[CH:12][CH:13]=1. The yield is 0.430. (4) The reactants are [CH:1]1([N:5]2[CH2:10][CH2:9][N:8]([C:11]([C:13]3[CH:14]=[C:15]4[C:19](=[CH:20][CH:21]=3)[NH:18][C:17]([C:22]([N:24]3[CH2:29][CH2:28][S:27](=[O:31])(=[O:30])[CH2:26][CH2:25]3)=[O:23])=[CH:16]4)=[O:12])[CH2:7][CH2:6]2)[CH2:4][CH2:3][CH2:2]1.[C:32]([C:34]1[CH:35]=[C:36](B(O)O)[CH:37]=[CH:38][CH:39]=1)#[N:33].N1C=CC=CC=1. The catalyst is ClCCl.C([O-])(=O)C.[Cu+2].C([O-])(=O)C. The product is [CH:1]1([N:5]2[CH2:6][CH2:7][N:8]([C:11]([C:13]3[CH:14]=[C:15]4[C:19](=[CH:20][CH:21]=3)[N:18]([C:38]3[CH:39]=[C:34]([CH:35]=[CH:36][CH:37]=3)[C:32]#[N:33])[C:17]([C:22]([N:24]3[CH2:29][CH2:28][S:27](=[O:30])(=[O:31])[CH2:26][CH2:25]3)=[O:23])=[CH:16]4)=[O:12])[CH2:9][CH2:10]2)[CH2:2][CH2:3][CH2:4]1. The yield is 0.490.